From a dataset of Full USPTO retrosynthesis dataset with 1.9M reactions from patents (1976-2016). Predict the reactants needed to synthesize the given product. (1) The reactants are: [O:1]=[C:2]1[N:6]([CH:7]([CH2:11][C:12]2[CH:17]=[CH:16][CH:15]=[CH:14][CH:13]=2)[C:8]([OH:10])=[O:9])[C:5](=[S:18])[NH:4][CH2:3]1.[Br:19][C:20]1[CH:21]=[C:22]2[C:26](=[CH:27][CH:28]=1)[NH:25][C:24](=[O:29])[C:23]2=O.C(OC(=O)C)(=O)C. Given the product [Br:19][C:20]1[CH:21]=[C:22]2[C:26](=[CH:27][CH:28]=1)[NH:25][C:24](=[O:29])[C:23]2=[C:3]1[C:2](=[O:1])[N:6]([CH:7]([CH2:11][C:12]2[CH:17]=[CH:16][CH:15]=[CH:14][CH:13]=2)[C:8]([OH:10])=[O:9])[C:5](=[S:18])[NH:4]1, predict the reactants needed to synthesize it. (2) The reactants are: [CH2:1]([O:3][C:4]1[CH:11]=[CH:10][C:7]([CH:8]=O)=[C:6]([N+:12]([O-])=O)[CH:5]=1)[CH3:2].[NH2:15][C:16]1[CH:33]=[CH:32][C:19]([O:20][CH2:21][C@@H:22]([NH:24][C:25](=[O:31])[O:26][C:27]([CH3:30])([CH3:29])[CH3:28])[CH3:23])=[CH:18][CH:17]=1. Given the product [CH2:1]([O:3][C:4]1[CH:11]=[CH:10][C:7]2[C:6]([CH:5]=1)=[N:12][N:15]([C:16]1[CH:17]=[CH:18][C:19]([O:20][CH2:21][C@@H:22]([NH:24][C:25](=[O:31])[O:26][C:27]([CH3:28])([CH3:29])[CH3:30])[CH3:23])=[CH:32][CH:33]=1)[CH:8]=2)[CH3:2], predict the reactants needed to synthesize it. (3) Given the product [CH3:1][O:2][C:3]([C:5]1[CH:14]=[C:13]([C:38]#[C:37][C:36]2[CH:31]=[CH:32][CH:33]=[CH:34][CH:35]=2)[C:12]2[C:7](=[C:8]([O:17][CH2:18][C:19]3[CH:24]=[CH:23][CH:22]=[CH:21][CH:20]=3)[CH:9]=[CH:10][CH:11]=2)[N:6]=1)=[O:4], predict the reactants needed to synthesize it. The reactants are: [CH3:1][O:2][C:3]([C:5]1[CH:14]=[C:13](O)[C:12]2[C:7](=[C:8]([O:17][CH2:18][C:19]3[CH:24]=[CH:23][CH:22]=[CH:21][CH:20]=3)[CH:9]=[C:10](Br)[CH:11]=2)[N:6]=1)=[O:4].COC(C1[CH:38]=[C:37](OS(C(F)(F)F)(=O)=O)[C:36]2[C:31](=[C:32](OCC3C=CC=CC=3)[CH:33]=[CH:34][CH:35]=2)N=1)=O. (4) Given the product [F:31][C:6]1[C:5]2[CH2:4][CH2:3][N:2]([CH3:1])[C@@H:11]([C@@H:12]3[C:13]4[C:18](=[C:17]([O:22][CH3:23])[C:16]([O:24][CH3:25])=[CH:15][CH:14]=4)[C:19](=[O:20])[O:21]3)[C:10]=2[C:9]([O:26][CH3:27])=[C:8]2[O:28][CH2:29][O:30][C:7]=12, predict the reactants needed to synthesize it. The reactants are: [CH3:1][N:2]1[C@@H:11]([C@H:12]2[O:21][C:19](=[O:20])[C:18]3[C:17]([O:22][CH3:23])=[C:16]([O:24][CH3:25])[CH:15]=[CH:14][C:13]2=3)[C:10]2[C:9]([O:26][CH3:27])=[C:8]3[O:28][CH2:29][O:30][C:7]3=[CH:6][C:5]=2[CH2:4][CH2:3]1.[F-:31].FF. (5) Given the product [C:1]([O:5][C:6](=[O:13])[N:7]([C@H:8]1[CH2:12][CH2:11][N:10]([C:21]2[CH:22]=[CH:23][C:18]3[N:19]([C:15]([Br:14])=[CH:16][N:17]=3)[N:20]=2)[CH2:9]1)[CH3:25])([CH3:4])([CH3:2])[CH3:3], predict the reactants needed to synthesize it. The reactants are: [C:1]([O:5][C:6](=[O:13])[NH:7][C@H:8]1[CH2:12][CH2:11][NH:10][CH2:9]1)([CH3:4])([CH3:3])[CH3:2].[Br:14][C:15]1[N:19]2[N:20]=[C:21](F)[CH:22]=[CH:23][C:18]2=[N:17][CH:16]=1.[CH2:25](N(CC)CC)C. (6) Given the product [CH3:20][O:19][C:12]1[CH:13]=[C:14]([O:17][CH3:18])[CH:15]=[CH:16][C:11]=1[C:7]1[CH:8]=[CH:9][CH:10]=[C:5]([C:3]([OH:4])=[O:2])[CH:6]=1, predict the reactants needed to synthesize it. The reactants are: C[O:2][C:3]([C:5]1[CH:6]=[C:7]([C:11]2[CH:16]=[CH:15][C:14]([O:17][CH3:18])=[CH:13][C:12]=2[O:19][CH3:20])[CH:8]=[CH:9][CH:10]=1)=[O:4].[Li+].[OH-].Cl. (7) Given the product [Cl:24][C:8]1[C:3]([O:2][CH3:1])=[C:4]([C:13]2[C:21]3[C:16](=[N:17][C:18]([NH2:22])=[N:19][CH:20]=3)[N:15]([CH3:23])[N:14]=2)[CH:5]=[C:6]([C:9]([F:11])([F:12])[F:10])[CH:7]=1, predict the reactants needed to synthesize it. The reactants are: [CH3:1][O:2][C:3]1[CH:8]=[CH:7][C:6]([C:9]([F:12])([F:11])[F:10])=[CH:5][C:4]=1[C:13]1[C:21]2[C:16](=[N:17][C:18]([NH2:22])=[N:19][CH:20]=2)[N:15]([CH3:23])[N:14]=1.[Cl:24]N1C(=O)N(Cl)C(=O)N(Cl)C1=O.